Dataset: Reaction yield outcomes from USPTO patents with 853,638 reactions. Task: Predict the reaction yield, written as a fraction of the theoretical maximum amount of product (1.0 means a 100% yield; for example, 0.34 means a 34% yield). (1) The reactants are Cl[C:2]1[C:10]2[C:9]3[CH2:11][NH:12][CH2:13][CH2:14][C:8]=3[NH:7][C:6]=2[N:5]=[CH:4][CH:3]=1.[F:15][C:16]1[CH:21]=[CH:20][C:19](B(O)O)=[CH:18][CH:17]=1.COC1C=CC=C(OC)C=1C1C=CC=CC=1P(C1CCCCC1)C1CCCCC1.C([O-])([O-])=O.[K+].[K+]. The catalyst is O1CCOCC1.O.CCOC(C)=O.O.CC([O-])=O.CC([O-])=O.[Pd+2]. The product is [F:15][C:16]1[CH:21]=[CH:20][C:19]([C:2]2[C:10]3[C:9]4[CH2:11][NH:12][CH2:13][CH2:14][C:8]=4[NH:7][C:6]=3[N:5]=[CH:4][CH:3]=2)=[CH:18][CH:17]=1. The yield is 0.290. (2) The reactants are [N:1]1([C:7]2[CH:12]=[CH:11][C:10]([NH:13][C:14]([C:16]3[CH:25]=[C:24]([O:26][CH2:27][O:28][CH2:29][CH2:30][Si:31]([CH3:34])([CH3:33])[CH3:32])[C:23]4[C:18](=[C:19](Br)[CH:20]=[C:21]([O:35][CH3:36])[CH:22]=4)[N:17]=3)=[O:15])=[CH:9][CH:8]=2)[CH2:6][CH2:5][O:4][CH2:3][CH2:2]1.N1(C2C=CC([NH-])=CC=2)CCOCC1.[CH3:51][N:52]1[CH2:58][CH2:57][CH2:56][NH:55][CH2:54][CH2:53]1.C1C=CC(P(C2C(C3C(P(C4C=CC=CC=4)C4C=CC=CC=4)=CC=C4C=3C=CC=C4)=C3C(C=CC=C3)=CC=2)C2C=CC=CC=2)=CC=1.C(=O)([O-])[O-].[Cs+].[Cs+]. The catalyst is C1(C)C=CC=CC=1. The product is [N:1]1([C:7]2[CH:12]=[CH:11][C:10]([NH:13][C:14]([C:16]3[CH:25]=[C:24]([O:26][CH2:27][O:28][CH2:29][CH2:30][Si:31]([CH3:34])([CH3:33])[CH3:32])[C:23]4[C:18](=[C:19]([N:55]5[CH2:56][CH2:57][CH2:58][N:52]([CH3:51])[CH2:53][CH2:54]5)[CH:20]=[C:21]([O:35][CH3:36])[CH:22]=4)[N:17]=3)=[O:15])=[CH:9][CH:8]=2)[CH2:6][CH2:5][O:4][CH2:3][CH2:2]1. The yield is 0.810. (3) The reactants are [CH:1]1([N:4]2[C:8]([NH2:9])=[CH:7][CH:6]=[N:5]2)[CH2:3][CH2:2]1.[I:10]N1C(=O)CCC1=O.S(=O)(O)[O-].[Na+]. The yield is 0.480. The catalyst is CN(C)C=O. The product is [CH:1]1([N:4]2[C:8]([NH2:9])=[C:7]([I:10])[CH:6]=[N:5]2)[CH2:3][CH2:2]1. (4) The product is [O:39]1[CH2:44][CH2:43][O:42][CH2:41][CH2:40]1.[ClH:28].[ClH:31].[NH2:7][C@H:8]1[CH2:13][CH2:12][N:11]([CH2:14][CH2:15][C:16]2[C:25]3[C:20](=[CH:21][CH:22]=[C:23]([O:26][CH3:27])[CH:24]=3)[N:19]=[CH:18][C:17]=2[Cl:28])[CH2:10][C@H:9]1[OH:29]. The catalyst is C(Cl)(Cl)Cl. The reactants are C(OC(=O)[NH:7][C@H:8]1[CH2:13][CH2:12][N:11]([CH2:14][CH2:15][C:16]2[C:25]3[C:20](=[CH:21][CH:22]=[C:23]([O:26][CH3:27])[CH:24]=3)[N:19]=[CH:18][C:17]=2[Cl:28])[CH2:10][C@H:9]1[OH:29])(C)(C)C.[ClH:31].C1(C)C=CC=CC=1.[O:39]1[CH2:44][CH2:43][O:42][CH2:41][CH2:40]1. The yield is 1.00. (5) The reactants are [NH2:1][C:2]1[N:3]([CH3:24])[C:4](=[O:23])[C:5]2([C:15]3[C:10](=[CH:11][CH:12]=[C:13](Br)[CH:14]=3)[O:9][CH:8]([C:17]3[CH:22]=[CH:21][CH:20]=[CH:19][CH:18]=3)[CH2:7]2)[N:6]=1.[OH:25][CH2:26][C:27]1[CH:32]=[CH:31][C:30](B(O)O)=[CH:29][CH:28]=1. The catalyst is O1CCOCC1.C([O-])([O-])=O.[Cs+].[Cs+].Cl[Pd](Cl)([P](C1C=CC=CC=1)(C1C=CC=CC=1)C1C=CC=CC=1)[P](C1C=CC=CC=1)(C1C=CC=CC=1)C1C=CC=CC=1. The product is [NH2:1][C:2]1[N:3]([CH3:24])[C:4](=[O:23])[C:5]2([C:15]3[C:10](=[CH:11][CH:12]=[C:13]([C:30]4[CH:31]=[CH:32][C:27]([CH2:26][OH:25])=[CH:28][CH:29]=4)[CH:14]=3)[O:9][CH:8]([C:17]3[CH:22]=[CH:21][CH:20]=[CH:19][CH:18]=3)[CH2:7]2)[N:6]=1. The yield is 0.0500. (6) The reactants are C(OC([N:8]([O:19][CH2:20][CH2:21][CH2:22][O:23][C:24]1[CH:29]=[C:28]([CH3:30])[CH:27]=[C:26]([O:31][S:32]([C:35]2[CH:40]=[CH:39][CH:38]=[CH:37][C:36]=2[S:41]([N:44]([CH2:51][CH2:52][C:53]#[N:54])[CH2:45][C:46]2[O:47][CH:48]=[CH:49][CH:50]=2)(=[O:43])=[O:42])(=[O:34])=[O:33])[CH:25]=1)[C:9]([NH:11]C(OC(C)(C)C)=O)=[NH:10])=O)(C)(C)C.C(NCCC#N)C1OC=CC=1. No catalyst specified. The product is [CH3:30][C:28]1[CH:27]=[C:26]([O:31][S:32]([C:35]2[CH:40]=[CH:39][CH:38]=[CH:37][C:36]=2[S:41]([N:44]([CH2:51][CH2:52][C:53]#[N:54])[CH2:45][C:46]2[O:47][CH:48]=[CH:49][CH:50]=2)(=[O:42])=[O:43])(=[O:33])=[O:34])[CH:25]=[C:24]([CH:29]=1)[O:23][CH2:22][CH2:21][CH2:20][O:19][NH:8][C:9]([NH2:11])=[NH:10]. The yield is 0.490. (7) The reactants are [I-].[Li+].[Si:3]([O:10][C@@H:11]([CH2:16][O:17][CH:18]1[CH2:21][CH2:20][CH2:19]1)[C:12]([O:14]C)=[O:13])([C:6]([CH3:9])([CH3:8])[CH3:7])([CH3:5])[CH3:4]. The catalyst is C(OCC)(=O)C. The product is [Si:3]([O:10][C@@H:11]([CH2:16][O:17][CH:18]1[CH2:21][CH2:20][CH2:19]1)[C:12]([OH:14])=[O:13])([C:6]([CH3:9])([CH3:8])[CH3:7])([CH3:5])[CH3:4]. The yield is 0.900.